From a dataset of Catalyst prediction with 721,799 reactions and 888 catalyst types from USPTO. Predict which catalyst facilitates the given reaction. Reactant: [Cl:1][C:2]1[C:3]([NH:15][C:16]([C:18]2[C:26]3[C:21](=[CH:22][CH:23]=[CH:24][CH:25]=3)[N:20]([CH3:27])[N:19]=2)=[O:17])=[CH:4][C:5]([F:14])=[C:6]([CH2:8][C:9]([O:11]CC)=[O:10])[CH:7]=1.C1COCC1.[OH-].[Na+]. Product: [Cl:1][C:2]1[C:3]([NH:15][C:16]([C:18]2[C:26]3[C:21](=[CH:22][CH:23]=[CH:24][CH:25]=3)[N:20]([CH3:27])[N:19]=2)=[O:17])=[CH:4][C:5]([F:14])=[C:6]([CH2:8][C:9]([OH:11])=[O:10])[CH:7]=1. The catalyst class is: 33.